Task: Predict the product of the given reaction.. Dataset: Forward reaction prediction with 1.9M reactions from USPTO patents (1976-2016) (1) Given the reactants [NH2:1][C:2]1[C:7]([Br:8])=[CH:6][C:5]([Br:9])=[CH:4][N:3]=1.Br[CH:11]([CH3:15])[C:12](=O)[CH3:13].CN1CCCC1=O.C(=O)(O)[O-].[Na+], predict the reaction product. The product is: [Br:9][C:5]1[CH:6]=[C:7]([Br:8])[C:2]2[N:3]([C:11]([CH3:15])=[C:12]([CH3:13])[N:1]=2)[CH:4]=1. (2) Given the reactants Cl[C:2]1[N:7]=[CH:6][N:5]=[C:4]([O:8][C:9]2[CH:14]=[CH:13][C:12]([N+:15]([O-])=O)=[CH:11][CH:10]=2)[CH:3]=1.C(OCC)(=O)C, predict the reaction product. The product is: [NH2:15][C:12]1[CH:13]=[CH:14][C:9]([O:8][C:4]2[CH:3]=[CH:2][N:7]=[CH:6][N:5]=2)=[CH:10][CH:11]=1. (3) Given the reactants [Br:1][C:2]1[C:3]([OH:15])=[C:4]([C:9](=[O:14])[CH2:10][CH:11]([CH3:13])[CH3:12])[CH:5]=[CH:6][C:7]=1[OH:8].BrCCCC[N:21]1[C:25]2[CH:26]=[CH:27][CH:28]=[CH:29][C:24]=2[N:23]=[C:22]1[C:30]1[CH:35]=[CH:34][CH:33]=[CH:32][CH:31]=1, predict the reaction product. The product is: [Br:1][C:2]1[C:3]([OH:15])=[C:4]([C:9](=[O:14])[CH2:10][CH:11]([CH3:13])[CH3:12])[CH:5]=[CH:6][C:7]=1[O:8][CH2:4][CH2:3][CH2:2][CH2:7][O:8][N:21]1[C:25]2[CH:26]=[CH:27][CH:28]=[CH:29][C:24]=2[N:23]=[C:22]1[C:30]1[CH:31]=[CH:32][CH:33]=[CH:34][CH:35]=1. (4) Given the reactants [Si:1]([O:8][CH2:9][CH2:10][C:11]1[CH:16]=[CH:15][C:14]([Cl:17])=[CH:13][C:12]=1[CH:18]([C:20]1[CH:24]=[C:23]([CH2:25][O:26][Si:27]([CH:34]([CH3:36])[CH3:35])([CH:31]([CH3:33])[CH3:32])[CH:28]([CH3:30])[CH3:29])[S:22][CH:21]=1)[OH:19])([C:4]([CH3:7])([CH3:6])[CH3:5])([CH3:3])[CH3:2], predict the reaction product. The product is: [Si:1]([O:8][CH2:9][CH2:10][C:11]1[CH:16]=[CH:15][C:14]([Cl:17])=[CH:13][C:12]=1[C:18]([C:20]1[CH:24]=[C:23]([CH2:25][O:26][Si:27]([CH:28]([CH3:30])[CH3:29])([CH:34]([CH3:36])[CH3:35])[CH:31]([CH3:32])[CH3:33])[S:22][CH:21]=1)=[O:19])([C:4]([CH3:6])([CH3:5])[CH3:7])([CH3:3])[CH3:2]. (5) Given the reactants [Cl:1][C:2]1[C:7](=[O:8])[O:6][C:5](=[O:9])[NH:4][C:3]=1[CH3:10].[C:11](=O)([O-])[O-].[K+].[K+].CI, predict the reaction product. The product is: [Cl:1][C:2]1[C:7](=[O:8])[O:6][C:5](=[O:9])[N:4]([CH3:11])[C:3]=1[CH3:10].